Dataset: Full USPTO retrosynthesis dataset with 1.9M reactions from patents (1976-2016). Task: Predict the reactants needed to synthesize the given product. (1) Given the product [CH2:18]([O:25][C:26]1[CH:31]=[CH:30][C:29]([C:2]2[C:7](=[O:8])[N:6]3[CH2:9][CH2:10][N:11]([C:12]4[CH:17]=[CH:16][CH:15]=[CH:14][CH:13]=4)[C:5]3=[N:4][CH:3]=2)=[CH:28][C:27]=1[F:35])[C:19]1[CH:20]=[CH:21][CH:22]=[CH:23][CH:24]=1, predict the reactants needed to synthesize it. The reactants are: Br[C:2]1[C:7](=[O:8])[N:6]2[CH2:9][CH2:10][N:11]([C:12]3[CH:17]=[CH:16][CH:15]=[CH:14][CH:13]=3)[C:5]2=[N:4][CH:3]=1.[CH2:18]([O:25][C:26]1[CH:31]=[CH:30][C:29](B(O)O)=[CH:28][C:27]=1[F:35])[C:19]1[CH:24]=[CH:23][CH:22]=[CH:21][CH:20]=1.[Cl-].[Li+]. (2) Given the product [CH2:1]([N:8]([CH2:21][CH2:22][C:23](=[O:29])[CH2:24][OH:25])[S:9]([C:12]1[CH:17]=[CH:16][CH:15]=[CH:14][C:13]=1[N+:18]([O-:20])=[O:19])(=[O:10])=[O:11])[C:2]1[CH:3]=[CH:4][CH:5]=[CH:6][CH:7]=1, predict the reactants needed to synthesize it. The reactants are: [CH2:1]([N:8]([CH2:21][CH2:22][CH:23]([OH:29])[CH:24](OC)[O:25]C)[S:9]([C:12]1[CH:17]=[CH:16][CH:15]=[CH:14][C:13]=1[N+:18]([O-:20])=[O:19])(=[O:11])=[O:10])[C:2]1[CH:7]=[CH:6][CH:5]=[CH:4][CH:3]=1.Cl.